Dataset: Forward reaction prediction with 1.9M reactions from USPTO patents (1976-2016). Task: Predict the product of the given reaction. Given the reactants [F:1][C:2]1[CH:3]=[CH:4][C:5]([C:8]([OH:10])=O)=[N:6][CH:7]=1.[C:11](Cl)(=O)C(Cl)=O.C[Si](C=[N+]=[N-])(C)C.[BrH:24], predict the reaction product. The product is: [Br:24][CH2:11][C:8]([C:5]1[CH:4]=[CH:3][C:2]([F:1])=[CH:7][N:6]=1)=[O:10].